From a dataset of Peptide-MHC class I binding affinity with 185,985 pairs from IEDB/IMGT. Regression. Given a peptide amino acid sequence and an MHC pseudo amino acid sequence, predict their binding affinity value. This is MHC class I binding data. (1) The peptide sequence is RSLYNTVAVLY. The MHC is HLA-A11:01 with pseudo-sequence HLA-A11:01. The binding affinity (normalized) is 0.323. (2) The peptide sequence is FSDLANSHQR. The MHC is H-2-Kb with pseudo-sequence H-2-Kb. The binding affinity (normalized) is 0. (3) The peptide sequence is GEIGIRNWL. The MHC is HLA-A02:01 with pseudo-sequence HLA-A02:01. The binding affinity (normalized) is 0.0847.